From a dataset of Catalyst prediction with 721,799 reactions and 888 catalyst types from USPTO. Predict which catalyst facilitates the given reaction. Reactant: [Br:1][C:2]1[CH:7]=[CH:6][C:5]([OH:8])=[C:4]([F:9])[CH:3]=1.[C:10]([O:14][C:15]([N:17]1[CH2:23][CH2:22][CH2:21][C@H:18]1[CH2:19]O)=[O:16])([CH3:13])([CH3:12])[CH3:11].C1C=CC(P(C2C=CC=CC=2)C2C=CC=CC=2)=CC=1.CC(OC(/N=N/C(OC(C)C)=O)=O)C. The catalyst class is: 1. Product: [Br:1][C:2]1[CH:7]=[CH:6][C:5]([O:8][CH2:19][CH:18]2[CH2:21][CH2:22][CH2:23][N:17]2[C:15]([O:14][C:10]([CH3:11])([CH3:13])[CH3:12])=[O:16])=[C:4]([F:9])[CH:3]=1.